From a dataset of Full USPTO retrosynthesis dataset with 1.9M reactions from patents (1976-2016). Predict the reactants needed to synthesize the given product. (1) Given the product [F:1][C:2]1[C:3]([NH:12][C:13]2[CH:18]=[CH:17][C:16]([I:19])=[CH:15][C:14]=2[F:20])=[C:4]([C:5]([N:54]2[CH2:57][CH:56]([NH:58][C:59](=[O:65])[O:60][C:61]([CH3:63])([CH3:62])[CH3:64])[CH2:55]2)=[O:7])[CH:8]=[CH:9][C:10]=1[F:11], predict the reactants needed to synthesize it. The reactants are: [F:1][C:2]1[C:3]([NH:12][C:13]2[CH:18]=[CH:17][C:16]([I:19])=[CH:15][C:14]=2[F:20])=[C:4]([CH:8]=[CH:9][C:10]=1[F:11])[C:5]([OH:7])=O.C1CN([P+](ON2N=NC3C=CC=CC2=3)(N2CCCC2)N2CCCC2)CC1.F[P-](F)(F)(F)(F)F.[NH:54]1[CH2:57][CH:56]([NH:58][C:59](=[O:65])[O:60][C:61]([CH3:64])([CH3:63])[CH3:62])[CH2:55]1.C(N(CC)C(C)C)(C)C. (2) Given the product [NH4+:20].[Cl:1][C:2]1[CH:3]=[C:4]([O:8][P:9]([CH2:19][NH:20][S:21]([C:24]2[S:25][CH:26]=[CH:27][CH:28]=2)(=[O:23])=[O:22])(=[O:10])[O-:18])[CH:5]=[CH:6][CH:7]=1, predict the reactants needed to synthesize it. The reactants are: [Cl:1][C:2]1[CH:3]=[C:4]([O:8][P:9]([CH2:19][NH:20][S:21]([C:24]2[S:25][CH:26]=[CH:27][CH:28]=2)(=[O:23])=[O:22])(=[O:18])[O:10]C2C=CC=C(Cl)C=2)[CH:5]=[CH:6][CH:7]=1.[OH-].[Na+].O.